This data is from Full USPTO retrosynthesis dataset with 1.9M reactions from patents (1976-2016). The task is: Predict the reactants needed to synthesize the given product. (1) Given the product [C:30]([O:33][CH2:34][C:35]([N:1]([C:35](=[O:36])[CH2:34][O:33][C:30](=[O:32])[CH3:31])[C:2]1[CH:7]=[C:6]([CH2:8][S:9][C:10]2[C:15]([C:16]([NH:18][C:19]3[CH:24]=[CH:23][C:22]([O:25][C:26]([F:28])([F:29])[F:27])=[CH:21][CH:20]=3)=[O:17])=[CH:14][CH:13]=[CH:12][N:11]=2)[CH:5]=[CH:4][N:3]=1)=[O:36])(=[O:32])[CH3:31], predict the reactants needed to synthesize it. The reactants are: [NH2:1][C:2]1[CH:7]=[C:6]([CH2:8][S:9][C:10]2[C:15]([C:16]([NH:18][C:19]3[CH:24]=[CH:23][C:22]([O:25][C:26]([F:29])([F:28])[F:27])=[CH:21][CH:20]=3)=[O:17])=[CH:14][CH:13]=[CH:12][N:11]=2)[CH:5]=[CH:4][N:3]=1.[C:30]([O:33][CH2:34][C:35](Cl)=[O:36])(=[O:32])[CH3:31]. (2) Given the product [CH3:24][C:2]1([CH3:1])[C:6]2[C:7]([O:11][C:12]3[CH:17]=[CH:16][C:15]([N:18]4[C:19](=[O:23])[C@@H:20]([CH3:22])[NH:21][C:33]4=[O:35])=[CH:14][CH:13]=3)=[CH:8][CH:9]=[CH:10][C:5]=2[O:4][CH2:3]1, predict the reactants needed to synthesize it. The reactants are: [CH3:1][C:2]1([CH3:24])[C:6]2[C:7]([O:11][C:12]3[CH:17]=[CH:16][C:15]([NH:18][C:19](=[O:23])[C@@H:20]([CH3:22])[NH2:21])=[CH:14][CH:13]=3)=[CH:8][CH:9]=[CH:10][C:5]=2[O:4][CH2:3]1.C(N(CC)CC)C.Cl[C:33](Cl)([O:35]C(=O)OC(Cl)(Cl)Cl)Cl. (3) Given the product [CH2:1]([S:3][CH2:4][N:5]1[C:14]2[C:9](=[CH:10][CH:11]=[CH:12][N:13]=2)[CH:8]=[C:7]([C:15]([Cl:22])=[O:16])[C:6]1=[O:18])[CH3:2], predict the reactants needed to synthesize it. The reactants are: [CH2:1]([S:3][CH2:4][N:5]1[C:14]2[C:9](=[CH:10][CH:11]=[CH:12][N:13]=2)[CH:8]=[C:7]([C:15](O)=[O:16])[C:6]1=[O:18])[CH3:2].C(Cl)(=O)C([Cl:22])=O.CN(C)C=O. (4) Given the product [S:1]1[C:5]([C:6]([OH:8])=[O:7])=[CH:4][C:3]2[CH:9]=[CH:10][CH:11]=[CH:12][C:2]1=2, predict the reactants needed to synthesize it. The reactants are: [S:1]1[C:5]([C:6]([O-:8])=[O:7])=[CH:4][C:3]2[CH:9]=[CH:10][CH:11]=[CH:12][C:2]1=2.O.[OH-].[Li+].O.Cl. (5) The reactants are: [F:1][C:2]([F:17])([F:16])[C:3]1[CH:8]=[CH:7][C:6]([C:9]2[CH:10]=[C:11]([CH:14]=[O:15])[S:12][CH:13]=2)=[CH:5][CH:4]=1.CC(=CC)C.Cl([O-])=[O:24].[Na+].P([O-])(O)(O)=O.[Na+]. Given the product [F:17][C:2]([F:16])([F:1])[C:3]1[CH:4]=[CH:5][C:6]([C:9]2[CH:10]=[C:11]([C:14]([OH:24])=[O:15])[S:12][CH:13]=2)=[CH:7][CH:8]=1, predict the reactants needed to synthesize it. (6) Given the product [F:13][C:14]1[CH:19]=[CH:18][C:17]([C:20]2[C:29]3[C:24](=[CH:25][CH:26]=[CH:27][CH:28]=3)[N:23]=[C:22]([CH:30]3[CH2:31][CH2:32]3)[C:21]=2[CH:33]=[O:34])=[CH:16][CH:15]=1, predict the reactants needed to synthesize it. The reactants are: [H-].[Al+3].[Li+].[H-].[H-].[H-].N1CCOCC1.[F:13][C:14]1[CH:19]=[CH:18][C:17]([C:20]2[C:29]3[C:24](=[CH:25][CH:26]=[CH:27][CH:28]=3)[N:23]=[C:22]([CH:30]3[CH2:32][CH2:31]3)[C:21]=2[C:33](OC)=[O:34])=[CH:16][CH:15]=1.S(=O)(=O)(O)O. (7) Given the product [Cl:20][C:3]1[C:2]([C:21]2[CH:26]=[CH:25][CH:24]=[CH:23][CH:22]=2)=[CH:7][N:6]=[C:5]2[N:8]([S:11]([C:14]3[CH:19]=[CH:18][CH:17]=[CH:16][CH:15]=3)(=[O:13])=[O:12])[CH:9]=[CH:10][C:4]=12, predict the reactants needed to synthesize it. The reactants are: Br[C:2]1[C:3]([Cl:20])=[C:4]2[CH:10]=[CH:9][N:8]([S:11]([C:14]3[CH:19]=[CH:18][CH:17]=[CH:16][CH:15]=3)(=[O:13])=[O:12])[C:5]2=[N:6][CH:7]=1.[C:21]1(B(O)O)[CH:26]=[CH:25][CH:24]=[CH:23][CH:22]=1.C1(C)C=CC=CC=1.